Dataset: Catalyst prediction with 721,799 reactions and 888 catalyst types from USPTO. Task: Predict which catalyst facilitates the given reaction. (1) The catalyst class is: 13. Product: [Cl:18][C:13]1[CH:14]=[C:15]2[C:10](=[CH:11][CH:12]=1)[C:9](=[O:19])[N:8]([C:5]1[CH:6]=[CH:7][C:2]([NH:1][C:28]([NH:27][C:21]3[CH:26]=[CH:25][CH:24]=[CH:23][CH:22]=3)=[O:29])=[CH:3][C:4]=1[CH3:20])[C:16]2=[O:17]. Reactant: [NH2:1][C:2]1[CH:7]=[CH:6][C:5]([N:8]2[C:16](=[O:17])[C:15]3[C:10](=[CH:11][CH:12]=[C:13]([Cl:18])[CH:14]=3)[C:9]2=[O:19])=[C:4]([CH3:20])[CH:3]=1.[C:21]1([N:27]=[C:28]=[O:29])[CH:26]=[CH:25][CH:24]=[CH:23][CH:22]=1. (2) Reactant: [CH3:1][C:2]1[C:3]([CH2:14][S:15][C:16]2[NH:20][C:19]3[CH:21]=[CH:22][CH:23]=[CH:24][C:18]=3[N:17]=2)=[N:4][CH:5]=[CH:6][C:7]=1[O:8][CH2:9][C:10]([F:13])([F:12])[F:11].[OH:25]O.O. Product: [CH3:1][C:2]1[C:7]([O:8][CH2:9][C:10]([F:12])([F:11])[F:13])=[CH:6][CH:5]=[N:4][C:3]=1[CH2:14][S+:15]([O-:25])[C:16]1[NH:20][C:19]2[CH:21]=[CH:22][CH:23]=[CH:24][C:18]=2[N:17]=1. The catalyst class is: 32.